Dataset: Forward reaction prediction with 1.9M reactions from USPTO patents (1976-2016). Task: Predict the product of the given reaction. (1) Given the reactants P([O-])([O-])([O-])=O.[K+].[K+].[K+].[CH3:9][C:10]1[CH:15]=[CH:14][C:13]([CH3:16])=[CH:12][C:11]=1B(O)O.Br[C:21]1[CH:22]=[CH:23][CH:24]=[C:25]2[C:29]=1[CH2:28][CH:27]=[CH:26]2, predict the reaction product. The product is: [CH3:9][C:10]1[CH:15]=[CH:14][C:13]([CH3:16])=[CH:12][C:11]=1[C:24]1[CH:23]=[CH:22][CH:21]=[C:29]2[C:25]=1[CH:26]=[CH:27][CH2:28]2. (2) Given the reactants [Cl:1][C:2]1[N:10]=[C:9]2[C:5]([N:6]=[CH:7][N:8]2[CH2:11][CH:12]2[CH2:16][CH2:15][O:14][CH2:13]2)=[C:4](Cl)[N:3]=1.[NH:18]1[CH2:23][CH2:22][O:21][CH2:20][CH2:19]1, predict the reaction product. The product is: [Cl:1][C:2]1[N:10]=[C:9]2[C:5]([N:6]=[CH:7][N:8]2[CH2:11][CH:12]2[CH2:16][CH2:15][O:14][CH2:13]2)=[C:4]([N:18]2[CH2:23][CH2:22][O:21][CH2:20][CH2:19]2)[N:3]=1.